Dataset: Reaction yield outcomes from USPTO patents with 853,638 reactions. Task: Predict the reaction yield, written as a fraction of the theoretical maximum amount of product (1.0 means a 100% yield; for example, 0.34 means a 34% yield). (1) The reactants are FC(F)(F)S(O[C:7]1[CH:8]=[C:9]2[C:14](=[CH:15][CH:16]=1)[C:13]([C:17]([O:19][CH3:20])=[O:18])=[CH:12][CH:11]=[CH:10]2)(=O)=O.C([O-])([O-])=O.[Na+].[Na+].[Cl:29][C:30]1[CH:35]=[C:34]([O:36][Si](C(C)(C)C)(C)C)[CH:33]=[CH:32][C:31]=1B(O)O. The catalyst is COCCOC.O.CCOC(C)=O.[Pd].C1(P(C2C=CC=CC=2)C2C=CC=CC=2)C=CC=CC=1.C1(P(C2C=CC=CC=2)C2C=CC=CC=2)C=CC=CC=1.C1(P(C2C=CC=CC=2)C2C=CC=CC=2)C=CC=CC=1.C1(P(C2C=CC=CC=2)C2C=CC=CC=2)C=CC=CC=1. The product is [Cl:29][C:30]1[CH:35]=[C:34]([OH:36])[CH:33]=[CH:32][C:31]=1[C:7]1[CH:8]=[C:9]2[C:14](=[CH:15][CH:16]=1)[C:13]([C:17]([O:19][CH3:20])=[O:18])=[CH:12][CH:11]=[CH:10]2. The yield is 0.820. (2) The product is [F:1][C:2]1[CH:7]=[CH:6][CH:5]=[C:4]([F:8])[C:3]=1[N:9]1[C:14]2[N:15]=[C:16]([N:29]3[CH2:34][CH2:33][CH:32]([N:35]4[CH2:36][CH2:37][CH:38]([CH3:41])[CH2:39][CH2:40]4)[CH2:31][CH2:30]3)[N:17]=[C:18]([C:19]3[CH:20]=[C:21]([CH:25]=[CH:26][C:27]=3[CH3:28])[C:22]([NH:51][CH2:52][CH2:53][CH3:54])=[O:23])[C:13]=2[CH:12]=[CH:11][C:10]1=[O:42]. The yield is 0.550. The reactants are [F:1][C:2]1[CH:7]=[CH:6][CH:5]=[C:4]([F:8])[C:3]=1[N:9]1[C:14]2[N:15]=[C:16]([N:29]3[CH2:34][CH2:33][CH:32]([N:35]4[CH2:40][CH2:39][CH:38]([CH3:41])[CH2:37][CH2:36]4)[CH2:31][CH2:30]3)[N:17]=[C:18]([C:19]3[CH:20]=[C:21]([CH:25]=[CH:26][C:27]=3[CH3:28])[C:22](O)=[O:23])[C:13]=2[CH:12]=[CH:11][C:10]1=[O:42].CN(C(O[N:51]1N=N[C:53]2[CH:54]=CC=C[C:52]1=2)=[N+](C)C)C.F[P-](F)(F)(F)(F)F.C(N(CC)CC)C.C(N)CC. The catalyst is CN(C=O)C. (3) The reactants are Br[C:2]1[CH:13]=[CH:12][C:5]([CH2:6][O:7][Si:8]([CH3:11])([CH3:10])[CH3:9])=[C:4]([CH3:14])[CH:3]=1.[CH3:15][Si:16]([C:19]#[CH:20])([CH3:18])[CH3:17]. The catalyst is C(N(CC)CC)C.[Cu]I.Cl[Pd](Cl)([P](C1C=CC=CC=1)(C1C=CC=CC=1)C1C=CC=CC=1)[P](C1C=CC=CC=1)(C1C=CC=CC=1)C1C=CC=CC=1. The product is [CH3:14][C:4]1[CH:3]=[C:2]([C:20]#[C:19][Si:16]([CH3:18])([CH3:17])[CH3:15])[CH:13]=[CH:12][C:5]=1[CH2:6][O:7][Si:8]([CH3:11])([CH3:10])[CH3:9]. The yield is 0.650. (4) The reactants are [Br:1][C:2]1[CH:3]=[C:4]([N+:9]([O-:11])=[O:10])[C:5](Cl)=[N:6][CH:7]=1.[NH:12]1[CH2:16][CH2:15][CH2:14][C@H:13]1[C:17]([O:19][CH2:20][CH3:21])=[O:18]. No catalyst specified. The product is [Br:1][C:2]1[CH:3]=[C:4]([N+:9]([O-:11])=[O:10])[C:5]([N:12]2[CH2:16][CH2:15][CH2:14][C@H:13]2[C:17]([O:19][CH2:20][CH3:21])=[O:18])=[N:6][CH:7]=1. The yield is 0.980. (5) The reactants are [N:1]#[C:2]Br.[CH3:4][N:5]1[C:9]([CH2:10][N:11]2[CH2:15][CH:14]([CH2:16][CH2:17][CH3:18])[CH2:13][C:12]2=[O:19])=[CH:8][N:7]=[CH:6]1. The product is [CH3:4][N:5]1[C:9]([CH2:10][N:11]2[CH2:15][CH:14]([CH2:16][CH2:17][CH3:18])[CH2:13][C:12]2=[O:19])=[CH:8][N:7]=[C:6]1[C:2]#[N:1]. The yield is 0.330. The catalyst is CN(C1C=CN=CC=1)C.CN(C=O)C. (6) The reactants are C([O:3][C:4]([C:6]1[NH:7][C:8]2[C:13]([CH:14]=1)=[CH:12][C:11]([Cl:15])=[CH:10][C:9]=2[CH2:16][C:17]#[N:18])=[O:5])C.O[Li].O. The catalyst is C1COCC1.CCO.O. The product is [Cl:15][C:11]1[CH:12]=[C:13]2[C:8](=[C:9]([CH2:16][C:17]#[N:18])[CH:10]=1)[NH:7][C:6]([C:4]([OH:5])=[O:3])=[CH:14]2. The yield is 0.980. (7) The reactants are [Br:1][C:2]1[CH:7]=[CH:6][C:5]([C:8]2[N:13]=[N:12][C:11]([NH2:14])=[N:10][CH:9]=2)=[CH:4][C:3]=1[F:15].Cl[CH:17]([CH:20]([C:22]1[CH:23]=[C:24]2[C:29](=[CH:30][CH:31]=1)[N:28]=[CH:27][CH:26]=[CH:25]2)[CH3:21])[CH:18]=O.C(N(CC)CC)C. The catalyst is C(O)(C)C. The product is [Br:1][C:2]1[CH:7]=[CH:6][C:5]([C:8]2[CH:9]=[N:10][C:11]3[N:12]([C:17]([CH:20]([C:22]4[CH:23]=[C:24]5[C:29](=[CH:30][CH:31]=4)[N:28]=[CH:27][CH:26]=[CH:25]5)[CH3:21])=[CH:18][N:14]=3)[N:13]=2)=[CH:4][C:3]=1[F:15]. The yield is 0.600.